This data is from Forward reaction prediction with 1.9M reactions from USPTO patents (1976-2016). The task is: Predict the product of the given reaction. (1) Given the reactants [CH3:1][O:2][CH2:3][CH2:4][C@@H:5]1[NH:10][CH2:9][CH2:8][N:7]([C:11]2[C:20]3[N:19]=[C:18]([C:21]([F:24])([F:23])[F:22])[S:17][C:16]=3[NH:15][C:14]3[CH:25]=[CH:26][CH:27]=[CH:28][C:13]=3[N:12]=2)[CH2:6]1.[C:29](=[O:32])([O-])[O-].[K+].[K+].[I-].[Na+].O.[C:38]([O:41][CH2:42]C)(=O)[CH3:39], predict the reaction product. The product is: [NH3:7].[CH3:1][O:2][CH2:3][CH2:4][CH:5]1[CH2:6][N:7]([C:11]2[C:20]3[N:19]=[C:18]([C:21]([F:23])([F:24])[F:22])[S:17][C:16]=3[NH:15][C:14]3[CH:25]=[CH:26][CH:27]=[CH:28][C:13]=3[N:12]=2)[CH2:8][CH2:9][N:10]1[CH2:39][CH2:38][O:41][CH2:42][CH2:29][OH:32]. (2) The product is: [CH3:1][O:2][C:3]1[CH:8]=[CH:7][C:6]([C@H:9]([NH:11][C@H:20]2[C:21]3[N:12]=[CH:13][CH:14]=[CH:15][C:16]=3[CH2:17][CH2:18][CH2:19]2)[CH3:10])=[CH:5][CH:4]=1. Given the reactants [CH3:1][O:2][C:3]1[CH:8]=[CH:7][C:6]([C@H:9]([NH2:11])[CH3:10])=[CH:5][CH:4]=1.[N:12]1[C:21]2[C:20](=O)[CH2:19][CH2:18][CH2:17][C:16]=2[CH:15]=[CH:14][CH:13]=1, predict the reaction product. (3) Given the reactants [CH3:1][O:2][C:3]1[CH:8]=[CH:7][C:6]([CH:9]2[CH:11]([C:12]([O:14]C)=[O:13])[CH:10]2[C:16]([O:18]C)=[O:17])=[CH:5][CH:4]=1.[Li+].[OH-].Cl, predict the reaction product. The product is: [CH3:1][O:2][C:3]1[CH:4]=[CH:5][C:6]([CH:9]2[CH:10]([C:16]([OH:18])=[O:17])[CH:11]2[C:12]([OH:14])=[O:13])=[CH:7][CH:8]=1.